This data is from Catalyst prediction with 721,799 reactions and 888 catalyst types from USPTO. The task is: Predict which catalyst facilitates the given reaction. (1) Reactant: [CH3:1][C:2]([CH2:10][CH2:11][CH2:12][CH:13]([CH3:20])[CH2:14][CH2:15][CH2:16][CH:17]([CH3:19])[CH3:18])=[CH:3][CH2:4][CH2:5][C:6]([O:8][CH3:9])=[O:7].[CH2:21]([OH:28])[C@@H:22]([C@@H:24](CO)[OH:25])[OH:23].C(=O)([O-])[O-].[K+].[K+].Cl. Product: [CH3:1][C:2]([CH2:10][CH2:11][CH2:12][CH:13]([CH3:20])[CH2:14][CH2:15][CH2:16][CH:17]([CH3:19])[CH3:18])=[CH:3][CH2:4][CH2:5][C:6]([O:8][CH2:9][C@@H:21]([C@@H:22]([CH2:24][OH:25])[OH:23])[OH:28])=[O:7]. The catalyst class is: 9. (2) Reactant: Br[C:2]1[C:3]([C:10]2[CH:15]=[CH:14][C:13]([CH3:16])=[CH:12][CH:11]=2)=[N:4][C:5]([O:8][CH3:9])=[CH:6][CH:7]=1.[CH3:17][O:18][C:19]1[CH:24]=[CH:23][C:22]([CH:25]2[CH2:30][NH:29][CH2:28][CH2:27][N:26]2[CH3:31])=[CH:21][CH:20]=1.C1C=CC(P(C2C(C3C(P(C4C=CC=CC=4)C4C=CC=CC=4)=CC=C4C=3C=CC=C4)=C3C(C=CC=C3)=CC=2)C2C=CC=CC=2)=CC=1.CC(C)([O-])C.[Na+]. Product: [CH3:9][O:8][C:5]1[N:4]=[C:3]([C:10]2[CH:15]=[CH:14][C:13]([CH3:16])=[CH:12][CH:11]=2)[C:2]([N:29]2[CH2:28][CH2:27][N:26]([CH3:31])[CH:25]([C:22]3[CH:23]=[CH:24][C:19]([O:18][CH3:17])=[CH:20][CH:21]=3)[CH2:30]2)=[CH:7][CH:6]=1. The catalyst class is: 187. (3) Reactant: C(N(CC)CCNC(C1C=C[C:16]2[C:11](=[CH:12][CH:13]=[C:14]([I:19])[CH:15]=2)C=1)=O)C.IC1C=C2C(=CC=1)N=C(C(OCC)=O)C=N2.[K+].[Br-].[CH2:40]([N:42]([CH2:58][CH3:59])[CH2:43][CH2:44][NH:45][C:46]([C:48]1[N:49]=C2C=CC=C[N:51]2[C:56]=1I)=[O:47])[CH3:41]. Product: [CH2:58]([N:42]([CH2:40][CH3:41])[CH2:43][CH2:44][NH:45][C:46]([C:48]1[CH:56]=[N:51][C:16]2[C:11](=[CH:12][CH:13]=[C:14]([I:19])[CH:15]=2)[N:49]=1)=[O:47])[CH3:59]. The catalyst class is: 429. (4) Reactant: [Si]([O:8][CH2:9][C:10]1([CH3:38])[S:16][CH2:15][CH2:14][N:13]2[C:17]([C:20]3([C:23]4[CH:28]=[CH:27][C:26](B5OC(C)(C)C(C)(C)O5)=[CH:25][CH:24]=4)[CH2:22][CH2:21]3)=[N:18][N:19]=[C:12]2[CH2:11]1)(C(C)(C)C)(C)C.Br[C:40]1[CH:41]=[N:42][CH:43]=[N:44][CH:45]=1.C(=O)([O-])[O-].[K+].[K+].C(=O)([O-])O.[Na+]. Product: [CH3:38][C:10]1([CH2:9][OH:8])[S:16][CH2:15][CH2:14][N:13]2[C:17]([C:20]3([C:23]4[CH:28]=[CH:27][C:26]([C:40]5[CH:41]=[N:42][CH:43]=[N:44][CH:45]=5)=[CH:25][CH:24]=4)[CH2:21][CH2:22]3)=[N:18][N:19]=[C:12]2[CH2:11]1. The catalyst class is: 437. (5) Reactant: [CH3:1][C:2]1[S:3][C:4]([C:10]([OH:12])=[O:11])=[C:5]([C:7]([OH:9])=O)[N:6]=1. Product: [CH3:1][C:2]1[S:3][C:4]2[C:10](=[O:11])[O:12][C:7](=[O:9])[C:5]=2[N:6]=1. The catalyst class is: 309. (6) Reactant: [I:1][C:2]1[C:10]2[C:5](=[CH:6][CH:7]=[CH:8][CH:9]=2)[N:4]([C:11]2[CH:17]=[CH:16][C:14]([NH2:15])=[CH:13][CH:12]=2)[N:3]=1.O=C(Cl)[O:20][C:21](Cl)(Cl)Cl.C(N(CC)CC)C.[N:33]1[CH:38]=[CH:37][CH:36]=[C:35]([CH2:39][NH2:40])[CH:34]=1. Product: [I:1][C:2]1[C:10]2[C:5](=[CH:6][CH:7]=[CH:8][CH:9]=2)[N:4]([C:11]2[CH:17]=[CH:16][C:14]([NH:15][C:21]([NH:40][CH2:39][C:35]3[CH:34]=[N:33][CH:38]=[CH:37][CH:36]=3)=[O:20])=[CH:13][CH:12]=2)[N:3]=1. The catalyst class is: 2. (7) Reactant: Br[C:2]1[CH:3]=[CH:4][C:5]([OH:36])=[C:6]([C:8]2[CH:17]=[CH:16][C:15]3[C:10](=[CH:11][CH:12]=[C:13]([C:18]4[N:22]([CH:23]5[CH2:28][CH2:27][CH2:26][CH2:25][CH2:24]5)[C:21]5[CH:29]=[CH:30][C:31]([C:33]([OH:35])=[O:34])=[CH:32][C:20]=5[N:19]=4)[CH:14]=3)[N:9]=2)[CH:7]=1.C(O[C:40]([C:42]1C=CC2N(C3CCCCC3)[C:40]([C:42]3C=CC(N)=[C:44](C=O)[CH:43]=3)=N[C:44]=2[CH:43]=1)=O)C.OC1C=CC2C(=CC=CC=2)C=1C(=O)C.[OH-].[K+]. Product: [CH:23]1([N:22]2[C:21]3[CH:29]=[CH:30][C:31]([C:33]([OH:35])=[O:34])=[CH:32][C:20]=3[N:19]=[C:18]2[C:13]2[CH:14]=[C:15]3[C:10](=[CH:11][CH:12]=2)[N:9]=[C:8]([C:6]2[C:7]4[C:2](=[CH:40][CH:42]=[CH:43][CH:44]=4)[CH:3]=[CH:4][C:5]=2[OH:36])[CH:17]=[CH:16]3)[CH2:28][CH2:27][CH2:26][CH2:25][CH2:24]1. The catalyst class is: 8. (8) Reactant: [CH2:1]([O:8][C:9]1[CH:23]=[CH:22][C:12]([CH2:13][O:14][Si](C(C)(C)C)(C)C)=[CH:11][C:10]=1[S:24]([C:27]1[CH:32]=[CH:31][C:30]([F:33])=[CH:29][CH:28]=1)(=[O:26])=[O:25])[C:2]1[CH:7]=[CH:6][CH:5]=[CH:4][CH:3]=1.O.O.O.[F-].C([N+](CCCC)(CCCC)CCCC)CCC. Product: [CH2:1]([O:8][C:9]1[CH:23]=[CH:22][C:12]([CH2:13][OH:14])=[CH:11][C:10]=1[S:24]([C:27]1[CH:28]=[CH:29][C:30]([F:33])=[CH:31][CH:32]=1)(=[O:26])=[O:25])[C:2]1[CH:3]=[CH:4][CH:5]=[CH:6][CH:7]=1. The catalyst class is: 7. (9) The catalyst class is: 16. Product: [NH2:1][C:2]1[C:3]2[C:10]([C:11]3[CH:16]=[CH:15][C:14]([O:17][C:18]4[CH:23]=[CH:22][CH:21]=[CH:20][CH:19]=4)=[CH:13][CH:12]=3)=[CH:9][N:8]([C:24]3[CH:25]=[C:26]([CH:27]=[CH:28][CH:29]=3)[CH:30]=[O:31])[C:4]=2[N:5]=[CH:6][N:7]=1. Reactant: [NH2:1][C:2]1[C:3]2[C:10]([C:11]3[CH:16]=[CH:15][C:14]([O:17][C:18]4[CH:23]=[CH:22][CH:21]=[CH:20][CH:19]=4)=[CH:13][CH:12]=3)=[CH:9][N:8]([C:24]3[CH:25]=[C:26]([CH2:30][OH:31])[CH:27]=[CH:28][CH:29]=3)[C:4]=2[N:5]=[CH:6][N:7]=1.C(N(CC)CC)C.S(=O)(=O)=O.N1C=CC=CC=1.Cl. (10) Reactant: C[O:2][C:3]1[CH:4]=[CH:5][C:6]2[C:10]([O:11][C:12]3[CH:17]=[CH:16][C:15]([CH2:18][CH2:19][C:20]([O:22]C(C)(C)C)=[O:21])=[CH:14][CH:13]=3)=[C:9]([C:27]3[CH:32]=[CH:31][C:30]([O:33]C)=[CH:29][CH:28]=3)[S:8][C:7]=2[CH:35]=1.B(Br)(Br)Br. Product: [OH:2][C:3]1[CH:4]=[CH:5][C:6]2[C:10]([O:11][C:12]3[CH:17]=[CH:16][C:15]([CH2:18][CH2:19][C:20]([OH:22])=[O:21])=[CH:14][CH:13]=3)=[C:9]([C:27]3[CH:28]=[CH:29][C:30]([OH:33])=[CH:31][CH:32]=3)[S:8][C:7]=2[CH:35]=1. The catalyst class is: 2.